This data is from Forward reaction prediction with 1.9M reactions from USPTO patents (1976-2016). The task is: Predict the product of the given reaction. (1) The product is: [OH:1][C:2]1[C:3]([C:18](=[N:20][NH:21][C:22]([C:7]2[CH:12]=[CH:11][CH:10]=[CH:9][C:8]=2[C:34]([OH:36])=[O:35])=[O:23])[CH3:19])=[N:4][N:5]([CH3:17])[C:6]=1[C:7]1[CH:12]=[CH:11][C:10]([C:13]([F:15])([F:14])[F:16])=[CH:9][CH:8]=1. Given the reactants [OH:1][C:2]1[C:3]([C:18](=[N:20][NH:21][C:22](C2C=CC(C(OC)=O)=CC=2)=[O:23])[CH3:19])=[N:4][N:5]([CH3:17])[C:6]=1[C:7]1[CH:12]=[CH:11][C:10]([C:13]([F:16])([F:15])[F:14])=[CH:9][CH:8]=1.[CH3:34][OH:35].[OH-:36].[Na+].Cl, predict the reaction product. (2) Given the reactants [CH2:1]([O:8][C:9]1[CH:10]=[CH:11][C:12]2[O:16][C:15]([CH:17]([NH:24][C:25]3[CH:30]=[CH:29][C:28]([C:31]([N:33]([CH3:41])[CH2:34][CH2:35][C:36]([O:38]CC)=[O:37])=[O:32])=[CH:27][CH:26]=3)[CH:18]3[CH2:23][CH2:22][CH2:21][CH2:20][CH2:19]3)=[C:14]([CH3:42])[C:13]=2[CH:43]=1)[C:2]1[CH:7]=[CH:6][CH:5]=[CH:4][CH:3]=1.[OH-].[Na+], predict the reaction product. The product is: [CH2:1]([O:8][C:9]1[CH:10]=[CH:11][C:12]2[O:16][C:15]([CH:17]([NH:24][C:25]3[CH:26]=[CH:27][C:28]([C:31]([N:33]([CH3:41])[CH2:34][CH2:35][C:36]([OH:38])=[O:37])=[O:32])=[CH:29][CH:30]=3)[CH:18]3[CH2:19][CH2:20][CH2:21][CH2:22][CH2:23]3)=[C:14]([CH3:42])[C:13]=2[CH:43]=1)[C:2]1[CH:7]=[CH:6][CH:5]=[CH:4][CH:3]=1. (3) Given the reactants [S:1]1[CH:5]=[CH:4][N:3]2[CH:6]=[C:7]([C:9]([OH:11])=O)[N:8]=[C:2]12.[NH2:12][C@@H:13]([CH3:30])[CH2:14][N:15]1[CH:19]=[CH:18][C:17]([C:20]2[CH:27]=[C:26]([F:28])[C:23]([C:24]#[N:25])=[C:22]([Cl:29])[CH:21]=2)=[N:16]1.CN(C=O)C, predict the reaction product. The product is: [Cl:29][C:22]1[CH:21]=[C:20]([C:17]2[CH:18]=[CH:19][N:15]([CH2:14][C@@H:13]([NH:12][C:9]([C:7]3[N:8]=[C:2]4[N:3]([CH:6]=3)[CH:4]=[CH:5][S:1]4)=[O:11])[CH3:30])[N:16]=2)[CH:27]=[C:26]([F:28])[C:23]=1[C:24]#[N:25]. (4) Given the reactants B(Br)(Br)Br.[F:5][C:6]1[CH:7]=[C:8]([CH:21]=[CH:22][CH:23]=1)[C:9]([C:11]1[CH:18]=[C:17]([O:19]C)[CH:16]=[CH:15][C:12]=1[C:13]#[N:14])=[O:10].C(=O)(O)[O-].[Na+], predict the reaction product. The product is: [F:5][C:6]1[CH:7]=[C:8]([CH:21]=[CH:22][CH:23]=1)[C:9]([C:11]1[CH:18]=[C:17]([OH:19])[CH:16]=[CH:15][C:12]=1[C:13]#[N:14])=[O:10]. (5) Given the reactants [Cl:1][C:2]1[CH:7]=[C:6]([Cl:8])[CH:5]=[CH:4][C:3]=1[CH2:9][CH2:10][O:11][C:12]1[CH:13]=[C:14]([CH:18]=[CH:19][C:20]=1[O:21][CH3:22])[C:15]([OH:17])=O.[N:23]1[CH:28]=[CH:27][CH:26]=[CH:25][C:24]=1[CH2:29][N:30]1[CH2:35][CH2:34][NH:33][CH2:32][CH2:31]1.[B-](F)(F)(F)F.CCOC(C(C#N)=NOC(N(C)C)=[N+](C)C)=O, predict the reaction product. The product is: [Cl:1][C:2]1[CH:7]=[C:6]([Cl:8])[CH:5]=[CH:4][C:3]=1[CH2:9][CH2:10][O:11][C:12]1[CH:13]=[C:14]([C:15]([N:33]2[CH2:34][CH2:35][N:30]([CH2:29][C:24]3[CH:25]=[CH:26][CH:27]=[CH:28][N:23]=3)[CH2:31][CH2:32]2)=[O:17])[CH:18]=[CH:19][C:20]=1[O:21][CH3:22]. (6) Given the reactants [Br:1][C:2]1[CH:3]=[C:4]([C:11]#[N:12])[C:5]2[CH:6]=[CH:7][NH:8][C:9]=2[CH:10]=1.Cl[C:14]1[C:23]2[C:18](=[CH:19][CH:20]=[C:21]([Cl:24])[CH:22]=2)[N:17]=[C:16]([CH3:25])[C:15]=1[CH3:26], predict the reaction product. The product is: [Br:1][C:2]1[CH:3]=[C:4]([C:11]#[N:12])[C:5]2[CH:6]=[CH:7][N:8]([C:14]3[C:23]4[C:18](=[CH:19][CH:20]=[C:21]([Cl:24])[CH:22]=4)[N:17]=[C:16]([CH3:25])[C:15]=3[CH3:26])[C:9]=2[CH:10]=1.